Dataset: Catalyst prediction with 721,799 reactions and 888 catalyst types from USPTO. Task: Predict which catalyst facilitates the given reaction. Reactant: [F:1][C:2]1[CH:23]=[C:22]([NH:24][C:25](=[O:37])[CH2:26][C:27]([NH:29][C:30]2[CH:35]=[CH:34][C:33]([F:36])=[CH:32][CH:31]=2)=[O:28])[CH:21]=[CH:20][C:3]=1[O:4][C:5]1[C:10]2=[C:11]([CH3:19])[C:12]([C:14](OCC)=[O:15])=[CH:13][N:9]2[N:8]=[CH:7][N:6]=1. Product: [F:1][C:2]1[CH:23]=[C:22]([NH:24][C:25](=[O:37])[CH2:26][C:27]([NH:29][C:30]2[CH:31]=[CH:32][C:33]([F:36])=[CH:34][CH:35]=2)=[O:28])[CH:21]=[CH:20][C:3]=1[O:4][C:5]1[C:10]2=[C:11]([CH3:19])[C:12]([CH2:14][OH:15])=[CH:13][N:9]2[N:8]=[CH:7][N:6]=1. The catalyst class is: 1.